This data is from Peptide-MHC class II binding affinity with 134,281 pairs from IEDB. The task is: Regression. Given a peptide amino acid sequence and an MHC pseudo amino acid sequence, predict their binding affinity value. This is MHC class II binding data. (1) The peptide sequence is AFKVAATASNAAPAN. The MHC is HLA-DPA10201-DPB11401 with pseudo-sequence HLA-DPA10201-DPB11401. The binding affinity (normalized) is 0.769. (2) The peptide sequence is LQLSGSCLNNEKEFE. The MHC is DRB1_0101 with pseudo-sequence DRB1_0101. The binding affinity (normalized) is 0.585. (3) The peptide sequence is GDILAQAVNHAGIDS. The MHC is DRB4_0103 with pseudo-sequence DRB4_0103. The binding affinity (normalized) is 0.683. (4) The peptide sequence is TGKKITAHLKRLWKM. The MHC is DRB1_0301 with pseudo-sequence DRB1_0301. The binding affinity (normalized) is 0.372.